Task: Binary Classification. Given a miRNA mature sequence and a target amino acid sequence, predict their likelihood of interaction.. Dataset: Experimentally validated miRNA-target interactions with 360,000+ pairs, plus equal number of negative samples (1) The miRNA is hsa-miR-3917 with sequence GCUCGGACUGAGCAGGUGGG. The protein sequence of the target gene is MAAGFGRCCRVLRSISRFHWRSQHTKANRQREPGLGFSFEFTEQQKEFQATARKFAREEIIPVAAEYDKTGEYPVPLIRRAWELGLMNTHIPENCGGLGLGTFDACLISEELAYGCTGVQTAIEGNSLGQMPIIIAGNDQQKKKYLGRMTEEPLMCAYCVTEPGAGSDVAGIKTKAEKKGDEYIINGQKMWITNGGKANWYFLLARSDPDPKAPANKAFTGFIVEADTPGIQIGRKELNMGQRCSDTRGIVFEDVKVPKENVLIGDGAGFKVAMGAFDKTRPVVAAGAVGLAQRALDEAT.... Result: 0 (no interaction). (2) The miRNA is hsa-miR-6516-5p with sequence UUUGCAGUAACAGGUGUGAGCA. The protein sequence of the target gene is MVAPGLVLGLVLPLILWADRSAGIGFRFASYINNDMVLQKEPAGAVIWGFGTPGATVTVTLRQGQETIMKKVTSVKAHSDTWMVVLDPMKPGGPFEVMAQQTLEKINFTLRVHDVLFGDVWLCSGQSNMQMTVLQIFNATRELSNTAAYQSVRILSVSPIQAEQELEDLVAVDLQWSKPTSENLGHGYFKYMSAVCWLFGRHLYDTLQYPIGLIASSWGGTPIEAWSSGRSLKACGVPKQGSIPYDSVTGPSKHSVLWNAMIHPLCNMTLKGVVWYQGESNINYNTDLYNCTFPALIEDW.... Result: 1 (interaction). (3) The miRNA is hsa-miR-6888-3p with sequence AUCUGUCUCGAUUGUUUCCAG. The protein sequence of the target gene is MSRRALRRLRGEQRGQEPLGPDALKFVLLDDDDAEEEGPKPGLGGRRPGGAGKEGVRVNNRFELINTEDLEDDLVVNGERSDCTLPDSVSSGNKGRAKHGNAETKQDGGATKAGSSEQSNASGKLRKKKKKQKNKKSCTGESSENGLEDIDRILERIEDSSGFSHPGPPPLSSRKHVLYVEHRHLNPDTELKRYFGARAVLGEQRPRQRQRVYPKCTWLTTPKSTWPRYSKPGLSMRLLESKKGLSFFAFDHNEEYQQAQHKFLVAVESMEPNNIVVLLQTSPYHVDSLLQLSDACRFQE.... Result: 0 (no interaction). (4) The miRNA is hsa-miR-4651 with sequence CGGGGUGGGUGAGGUCGGGC. The protein sequence of the target gene is MIRRVLPHGMGRGLLTRRPGTRRGGFSLDWDGKVSEIKKKIKSILPGRSCDLLQDTSHLPPEHSDVVIVGGGVLGLSVAYWLKKLESRRGAIRVLVVERDHTYSQASTGLSVGGICQQFSLPENIQLSLFSASFLRNINEYLAVVDAPPLDLRFNPSGYLLLASEKDAAAMESNVKVQRQEGAKVSLMSPDQLRNKFPWINTEGVALASYGMEDEGWFDPWCLLQGLRRKVQSLGVLFCQGEVTRFVSSSQRMLTTDDKAVVLKRIHEVHVKMDRSLEYQPVECAIVINAAGAWSAQIAA.... Result: 0 (no interaction). (5) The miRNA is hsa-miR-16-1-3p with sequence CCAGUAUUAACUGUGCUGCUGA. The protein sequence of the target gene is MDNYADLSDTELTTLLRRYNIPHGPVVGSTRRLYEKKIFEYETQRRRLSPPSSSAASSYSFSDLNSTRGDADMYDLPKKEDALLYQSKGYNDDYYEESYFTTRTYGEPESAGPSRAVRQSVTSFPDADAFHHQVHDDDLLSSSEEECKDRERPMYGRDSAYQSITHYRPVSASRSSLDLSYYPTSSSTSFMSSSSSSSSWLTRRAIRPENRAPGAGLGQDRQVPLWGQLLLFLVFVIVLFFIYHFMQAEEGNPF. Result: 0 (no interaction). (6) The miRNA is hsa-miR-6824-5p with sequence GUAGGGGAGGUUGGGCCAGGGA. The protein sequence of the target gene is MEAQAHSSTATERKKAENSIGKCPTRTDVSEKAVASSTTSNEDESPGQIYHRERRNAITMQPQSVQGLNKISEEPSTSSDERASLIKKEIHGSLPHLAEPSLPYRGTVFAMDPRNGYMEPHYHPPHLFPAFHPPVPIDARHHEGRYHYDPSPIPPLHVPSALSSSPTYPDLPFIRISPHRNPTAASESPFSPPHPYINPYMDYIRSLHSSPSLSMISAARGLSPTDAPHAGVSPAEYYHQMALLTGQRSPYADILPSAATAGAGAIHMEYLHAMDSTRFPSPRLSARPSRKRTLSISPLS.... Result: 0 (no interaction). (7) The miRNA is hsa-miR-7844-5p with sequence AAAACUAGGACUGUGUGGUGUA. The protein sequence of the target gene is MAPVQLENHQLVPPGGGGGGSGGPPSAPAPPPPGAAVAAAAAAAASPGYRLSTLIEFLLHRAYSELMVLTDLLPRKSDVERKIEIVQFASRTRQLFVRLLALVKWANNAGKVEKCAMISSFLDQQAILFVDTADRLASLARDALVHARLPSFAIPYAIDVLTTGSYPRLPTCIRDKIIPPDPITKIEKQATLHQLNQILRHRLVTTDLPPQLANLTVANGRVKFRVEGEFEATLTVMGDDPDVPWRLLKLEILVEDKETGDGRALVHSMQISFIHQLVQSRLFADEKPLQDMYNCLHSFC.... Result: 1 (interaction).